From a dataset of Catalyst prediction with 721,799 reactions and 888 catalyst types from USPTO. Predict which catalyst facilitates the given reaction. (1) Reactant: [O:1]1[CH:5]=[CH:4][CH:3]=[C:2]1[C:6]1[NH:10][N:9]=[C:8]([NH2:11])[CH:7]=1.[Cl:12][C:13]1[N:18]=[C:17](Cl)[CH:16]=[CH:15][N:14]=1.CC([O-])=O.[K+]. Product: [Cl:12][C:13]1[N:18]=[C:17]([NH:11][C:8]2[CH:7]=[C:6]([C:2]3[O:1][CH:5]=[CH:4][CH:3]=3)[NH:10][N:9]=2)[CH:16]=[CH:15][N:14]=1. The catalyst class is: 20. (2) Reactant: [N:1]([O-])=O.[Na+].[Br:5][C:6]1[CH:7]=[C:8]([CH:10]=[CH:11][C:12]=1[F:13])[NH2:9].O.O.[Cl:16][Sn]Cl. Product: [ClH:16].[Br:5][C:6]1[CH:7]=[C:8]([NH:9][NH2:1])[CH:10]=[CH:11][C:12]=1[F:13]. The catalyst class is: 33.